Binary Classification. Given a T-cell receptor sequence (or CDR3 region) and an epitope sequence, predict whether binding occurs between them. From a dataset of TCR-epitope binding with 47,182 pairs between 192 epitopes and 23,139 TCRs. (1) The epitope is TLDSKTQSL. Result: 1 (the TCR binds to the epitope). The TCR CDR3 sequence is CASSSHDRLAGLNEQYF. (2) The epitope is TLVPQEHYV. The TCR CDR3 sequence is CASSSWGYNEQFF. Result: 1 (the TCR binds to the epitope).